Task: Predict the reaction yield, written as a fraction of the theoretical maximum amount of product (1.0 means a 100% yield; for example, 0.34 means a 34% yield).. Dataset: Reaction yield outcomes from USPTO patents with 853,638 reactions (1) The catalyst is C(Cl)Cl. The yield is 0.290. The reactants are [Cl:1][C:2]1[CH:11]=[C:10]2[C:5]([CH:6]=[CH:7][C:8]([CH3:12])=[N:9]2)=[C:4]([N:13]2[CH2:18][CH2:17][N:16]([CH2:19][CH:20]([C:22]3[CH:23]=[CH:24][C:25]4[O:30][CH2:29][C:28](=[O:31])[NH:27][C:26]=4[CH:32]=3)O)[CH2:15][CH2:14]2)[CH:3]=1.CCN(S(F)(F)[F:39])CC. The product is [Cl:1][C:2]1[CH:11]=[C:10]2[C:5]([CH:6]=[CH:7][C:8]([CH3:12])=[N:9]2)=[C:4]([N:13]2[CH2:18][CH2:17][N:16]([CH2:19][CH:20]([C:22]3[CH:23]=[CH:24][C:25]4[O:30][CH2:29][C:28](=[O:31])[NH:27][C:26]=4[CH:32]=3)[F:39])[CH2:15][CH2:14]2)[CH:3]=1. (2) The reactants are [Br:1][C:2]1[CH:3]=[C:4]([C:9]([C:13]2[CH:18]=[CH:17][C:16](OC)=[CH:15][CH:14]=2)=[CH:10]OC)[C:5]([NH2:8])=[N:6][CH:7]=1.Cl(O)(=O)(=O)=O.[O:26]1CCOC[CH2:27]1. No catalyst specified. The product is [Br:1][C:2]1[CH:3]=[C:4]2[C:9]([C:13]3[CH:14]=[CH:15][CH:16]=[CH:17][C:18]=3[O:26][CH3:27])=[CH:10][NH:8][C:5]2=[N:6][CH:7]=1. The yield is 0.820.